From a dataset of Forward reaction prediction with 1.9M reactions from USPTO patents (1976-2016). Predict the product of the given reaction. (1) Given the reactants [C:1]([C:3]1[CH:8]=[CH:7][C:6](B(O)O)=[CH:5][C:4]=1[F:12])#[N:2].Br[C:14]1[CH:15]=[N:16][CH:17]=[CH:18][C:19]=1[CH:20]([OH:22])[CH3:21].C(Cl)Cl, predict the reaction product. The product is: [F:12][C:4]1[CH:5]=[C:6]([C:14]2[CH:15]=[N:16][CH:17]=[CH:18][C:19]=2[CH:20]([OH:22])[CH3:21])[CH:7]=[CH:8][C:3]=1[C:1]#[N:2]. (2) Given the reactants [F:1][C:2]([F:7])([F:6])[C:3]([OH:5])=[O:4].[C:8]1([C:14]2[CH:19]=[C:18]([CH:20]3[CH2:25][CH2:24][NH:23][CH2:22][CH2:21]3)[CH:17]=[CH:16][C:15]=2[NH:26][C:27]([C:29]2[NH:30][CH:31]=[C:32]([C:34]#[N:35])[N:33]=2)=[O:28])[CH2:13][CH2:12][CH2:11][CH2:10][CH:9]=1.CCN(CC)CC.Br[CH2:44][C:45]([NH2:47])=[O:46], predict the reaction product. The product is: [F:1][C:2]([F:7])([F:6])[C:3]([OH:5])=[O:4].[C:45]([CH2:44][N:23]1[CH2:22][CH2:21][CH:20]([C:18]2[CH:17]=[CH:16][C:15]([NH:26][C:27]([C:29]3[NH:30][CH:31]=[C:32]([C:34]#[N:35])[N:33]=3)=[O:28])=[C:14]([C:8]3[CH2:13][CH2:12][CH2:11][CH2:10][CH:9]=3)[CH:19]=2)[CH2:25][CH2:24]1)(=[O:46])[NH2:47]. (3) Given the reactants [OH:1][CH2:2][C:3]([NH:5][CH3:6])=[O:4].[N:7]1[C:15]2[C:10](=[N:11][CH:12]=[CH:13][CH:14]=2)[S:9][C:8]=1[NH2:16].Cl[C:18]1[C:27]2[C:22](=[CH:23][CH:24]=[C:25](O)[CH:26]=2)[N:21]=[CH:20][N:19]=1, predict the reaction product. The product is: [CH3:6][NH:5][C:3]([CH2:2][O:1][C:25]1[CH:26]=[C:27]2[C:22](=[CH:23][CH:24]=1)[N:21]=[CH:20][N:19]=[C:18]2[NH:16][C:8]1[S:9][C:10]2[C:15]([N:7]=1)=[CH:14][CH:13]=[CH:12][N:11]=2)=[O:4]. (4) Given the reactants [F:1][C:2]([F:13])([F:12])[C:3]1[CH:8]=[CH:7][N:6]=[C:5]([C:9]([OH:11])=[O:10])[N:4]=1.[CH3:14][Si](C=[N+]=[N-])(C)C.O, predict the reaction product. The product is: [F:13][C:2]([F:1])([F:12])[C:3]1[CH:8]=[CH:7][N:6]=[C:5]([C:9]([O:11][CH3:14])=[O:10])[N:4]=1.